Task: Predict which catalyst facilitates the given reaction.. Dataset: Catalyst prediction with 721,799 reactions and 888 catalyst types from USPTO Reactant: CCN=C=NCCCN(C)C.ClC1SC2NC(C(NC3CC4C(=CC=CC=4)N(CC(O)CO)C3=O)=O)=CC=2C=1.[Cl:40][C:41]1[S:70][C:44]2[NH:45][C:46]([C:48]([NH:50][CH:51]3[CH2:60][C:59]4[C:54](=[CH:55][CH:56]=[CH:57][CH:58]=4)[N:53]([CH2:61][C@@H:62]4CO[C:64](C)(C)[O:63]4)[C:52]3=[O:69])=[O:49])=[CH:47][C:43]=2[CH:42]=1. Product: [Cl:40][C:41]1[S:70][C:44]2[NH:45][C:46]([C:48]([NH:50][CH:51]3[CH2:60][C:59]4[C:54](=[CH:55][CH:56]=[CH:57][CH:58]=4)[N:53]([CH2:61][CH2:62][O:63][CH3:64])[C:52]3=[O:69])=[O:49])=[CH:47][C:43]=2[CH:42]=1. The catalyst class is: 2.